From a dataset of NCI-60 drug combinations with 297,098 pairs across 59 cell lines. Regression. Given two drug SMILES strings and cell line genomic features, predict the synergy score measuring deviation from expected non-interaction effect. (1) Drug 1: C(CC(=O)O)C(=O)CN.Cl. Drug 2: COC1=C2C(=CC3=C1OC=C3)C=CC(=O)O2. Cell line: EKVX. Synergy scores: CSS=5.86, Synergy_ZIP=-3.73, Synergy_Bliss=1.40, Synergy_Loewe=0.445, Synergy_HSA=1.71. (2) Drug 1: C1=CC(=CC=C1CCCC(=O)O)N(CCCl)CCCl. Drug 2: CN(CCCl)CCCl.Cl. Cell line: SK-MEL-5. Synergy scores: CSS=23.6, Synergy_ZIP=-9.27, Synergy_Bliss=-1.88, Synergy_Loewe=-4.22, Synergy_HSA=-3.87. (3) Drug 1: CN1C(=O)N2C=NC(=C2N=N1)C(=O)N. Drug 2: CC=C1C(=O)NC(C(=O)OC2CC(=O)NC(C(=O)NC(CSSCCC=C2)C(=O)N1)C(C)C)C(C)C. Cell line: HCT116. Synergy scores: CSS=57.7, Synergy_ZIP=3.53, Synergy_Bliss=4.51, Synergy_Loewe=-34.7, Synergy_HSA=-0.874. (4) Drug 1: CS(=O)(=O)C1=CC(=C(C=C1)C(=O)NC2=CC(=C(C=C2)Cl)C3=CC=CC=N3)Cl. Drug 2: C1=NC2=C(N=C(N=C2N1C3C(C(C(O3)CO)O)F)Cl)N. Cell line: NCI/ADR-RES. Synergy scores: CSS=26.9, Synergy_ZIP=-4.95, Synergy_Bliss=-9.81, Synergy_Loewe=-16.0, Synergy_HSA=-8.49. (5) Drug 1: C1=CC(=CC=C1CCC2=CNC3=C2C(=O)NC(=N3)N)C(=O)NC(CCC(=O)O)C(=O)O. Drug 2: CCC1(CC2CC(C3=C(CCN(C2)C1)C4=CC=CC=C4N3)(C5=C(C=C6C(=C5)C78CCN9C7C(C=CC9)(C(C(C8N6C)(C(=O)OC)O)OC(=O)C)CC)OC)C(=O)OC)O.OS(=O)(=O)O. Cell line: HT29. Synergy scores: CSS=65.7, Synergy_ZIP=0.0282, Synergy_Bliss=-1.59, Synergy_Loewe=-0.289, Synergy_HSA=0.479. (6) Drug 1: CC(C1=C(C=CC(=C1Cl)F)Cl)OC2=C(N=CC(=C2)C3=CN(N=C3)C4CCNCC4)N. Drug 2: C1C(C(OC1N2C=NC(=NC2=O)N)CO)O. Cell line: A498. Synergy scores: CSS=9.68, Synergy_ZIP=0.0631, Synergy_Bliss=3.29, Synergy_Loewe=0.0974, Synergy_HSA=2.61. (7) Drug 1: C1=NC2=C(N=C(N=C2N1C3C(C(C(O3)CO)O)O)F)N. Drug 2: C1=NC2=C(N1)C(=S)N=CN2. Cell line: T-47D. Synergy scores: CSS=7.63, Synergy_ZIP=-3.78, Synergy_Bliss=0.0673, Synergy_Loewe=-8.57, Synergy_HSA=-1.66.